Regression/Classification. Given a drug SMILES string, predict its absorption, distribution, metabolism, or excretion properties. Task type varies by dataset: regression for continuous measurements (e.g., permeability, clearance, half-life) or binary classification for categorical outcomes (e.g., BBB penetration, CYP inhibition). Dataset: bbb_martins. From a dataset of Blood-brain barrier penetration binary classification data from Martins et al.. The compound is Clc1ccc([C@@H]2[C@H]3CC[C@@H](C3)C23CCC(N2CCOCC2)=N3)cc1. The result is 1 (penetrates BBB).